This data is from Forward reaction prediction with 1.9M reactions from USPTO patents (1976-2016). The task is: Predict the product of the given reaction. (1) Given the reactants Br[C:2]1[CH:7]=[CH:6][C:5]([C:8]2[NH:12][C:11]3[CH:13]=[C:14]([S:17]([CH3:20])(=[O:19])=[O:18])[CH:15]=[CH:16][C:10]=3[N:9]=2)=[CH:4][CH:3]=1.[C:21]1(B(O)O)[CH:26]=[CH:25][CH:24]=[CH:23][CH:22]=1.P([O-])([O-])([O-])=O.[K+].[K+].[K+].O1CCOCC1, predict the reaction product. The product is: [C:2]1([C:21]2[CH:26]=[CH:25][CH:24]=[CH:23][CH:22]=2)[CH:7]=[CH:6][C:5]([C:8]2[NH:12][C:11]3[CH:13]=[C:14]([S:17]([CH3:20])(=[O:19])=[O:18])[CH:15]=[CH:16][C:10]=3[N:9]=2)=[CH:4][CH:3]=1. (2) Given the reactants [C:1]([C:3]1[CH:4]=[C:5]2[C:22](=[CH:23][CH:24]=1)[O:21][C:8]1([CH2:13][CH2:12][N:11]([C:14]([O:16][C:17]([CH3:20])([CH3:19])[CH3:18])=[O:15])[CH2:10][CH2:9]1)[CH2:7][CH:6]2[OH:25])#[N:2].N1C=CN=C1.[CH3:31][C:32]([Si:35](Cl)([CH3:37])[CH3:36])([CH3:34])[CH3:33], predict the reaction product. The product is: [Si:35]([O:25][CH:6]1[C:5]2[C:22](=[CH:23][CH:24]=[C:3]([C:1]#[N:2])[CH:4]=2)[O:21][C:8]2([CH2:13][CH2:12][N:11]([C:14]([O:16][C:17]([CH3:20])([CH3:19])[CH3:18])=[O:15])[CH2:10][CH2:9]2)[CH2:7]1)([C:32]([CH3:34])([CH3:33])[CH3:31])([CH3:37])[CH3:36]. (3) Given the reactants [C:1]([O:4][C:5]1[CH:10]=[CH:9][CH:8]=[CH:7][C:6]=1[C:11]([NH:13][CH:14]([C:16]1[N:21]=[N:20][C:19]([NH:22][C:23]2[CH:28]=[C:27]([O:29][CH3:30])[C:26]([O:31][CH3:32])=[C:25]([O:33][CH3:34])[CH:24]=2)=[N:18][CH:17]=1)[CH3:15])=O)(=[O:3])[CH3:2].P(Cl)(Cl)(Cl)=O, predict the reaction product. The product is: [C:1]([O:4][C:5]1[CH:10]=[CH:9][CH:8]=[CH:7][C:6]=1[C:11]1[N:21]2[C:16]([CH:17]=[N:18][C:19]([NH:22][C:23]3[CH:28]=[C:27]([O:29][CH3:30])[C:26]([O:31][CH3:32])=[C:25]([O:33][CH3:34])[CH:24]=3)=[N:20]2)=[C:14]([CH3:15])[N:13]=1)(=[O:3])[CH3:2]. (4) The product is: [C:1]([O:5][C:6](=[O:14])[NH:7][CH:8]1[CH2:13][CH2:12][N:11]([CH2:25][C:16]2[CH:17]=[CH:18][C:19]3[C:24](=[CH:23][CH:22]=[CH:21][CH:20]=3)[CH:15]=2)[CH2:10][CH2:9]1)([CH3:4])([CH3:2])[CH3:3]. Given the reactants [C:1]([O:5][C:6](=[O:14])[NH:7][CH:8]1[CH2:13][CH2:12][NH:11][CH2:10][CH2:9]1)([CH3:4])([CH3:3])[CH3:2].[CH:15]1[C:24]2[C:19](=[CH:20][CH:21]=[CH:22][CH:23]=2)[CH:18]=[CH:17][C:16]=1[CH:25]=O.C(O[BH-](OC(=O)C)OC(=O)C)(=O)C.[Na+].[OH-].[Na+], predict the reaction product. (5) Given the reactants [NH2:1][C:2]1[CH:7]=[C:6]([C:8]#[N:9])[CH:5]=[CH:4][N:3]=1.[Cl:10]N1C(=O)CCC1=O.C(=O)([O-])O.[Na+], predict the reaction product. The product is: [NH2:1][C:2]1[CH:7]=[C:6]([C:8]#[N:9])[C:5]([Cl:10])=[CH:4][N:3]=1.[NH2:1][C:2]1[C:7]([Cl:10])=[C:6]([C:8]#[N:9])[CH:5]=[CH:4][N:3]=1.